This data is from Reaction yield outcomes from USPTO patents with 853,638 reactions. The task is: Predict the reaction yield, written as a fraction of the theoretical maximum amount of product (1.0 means a 100% yield; for example, 0.34 means a 34% yield). The reactants are I[C:2]1[C:3]([NH:8][C@@H:9]([CH:11]2[CH2:16][CH2:15][O:14][CH2:13][CH2:12]2)[CH3:10])=[N:4][CH:5]=[CH:6][CH:7]=1.C1(C2C=CC=CC=2)C(O)=CC=CC=1.C(=O)([O-])[O-].[Cs+].[Cs+].O[C:37]([CH3:44])=[CH:38][C:39]([O:41][CH2:42][CH3:43])=[O:40]. The catalyst is C1COCC1.[Cu]I. The product is [CH3:44][C:37]1[N:8]([C@@H:9]([CH:11]2[CH2:16][CH2:15][O:14][CH2:13][CH2:12]2)[CH3:10])[C:3]2=[N:4][CH:5]=[CH:6][CH:7]=[C:2]2[C:38]=1[C:39]([O:41][CH2:42][CH3:43])=[O:40]. The yield is 0.810.